This data is from Forward reaction prediction with 1.9M reactions from USPTO patents (1976-2016). The task is: Predict the product of the given reaction. (1) Given the reactants [Br:1][C:2]1[CH:7]=[CH:6][C:5]([C:8]2[NH:12][C:11]3[CH:13]=[CH:14][CH:15]=[CH:16][C:10]=3[N:9]=2)=[C:4]([F:17])[CH:3]=1.[OH-].[K+].[C:20](OCC)(=O)C, predict the reaction product. The product is: [Br:1][C:2]1[CH:7]=[CH:6][C:5]([C:8]2[N:9]([CH3:20])[C:10]3[CH:16]=[CH:15][CH:14]=[CH:13][C:11]=3[N:12]=2)=[C:4]([F:17])[CH:3]=1. (2) Given the reactants [CH3:1][O:2][CH:3]1[CH2:26][N:25]([CH2:27][CH2:28][CH2:29][CH2:30][CH2:31][CH2:32][C:33]([O:35]CC)=[O:34])[C:6]2=[N:7][C:8]([C:18]3[CH:23]=[CH:22][C:21]([CH3:24])=[CH:20][CH:19]=3)=[C:9]([C:11]3[CH:16]=[CH:15][C:14]([CH3:17])=[CH:13][CH:12]=3)[N:10]=[C:5]2[CH2:4]1.[OH-].[Na+], predict the reaction product. The product is: [CH3:1][O:2][CH:3]1[CH2:26][N:25]([CH2:27][CH2:28][CH2:29][CH2:30][CH2:31][CH2:32][C:33]([OH:35])=[O:34])[C:6]2=[N:7][C:8]([C:18]3[CH:23]=[CH:22][C:21]([CH3:24])=[CH:20][CH:19]=3)=[C:9]([C:11]3[CH:12]=[CH:13][C:14]([CH3:17])=[CH:15][CH:16]=3)[N:10]=[C:5]2[CH2:4]1. (3) Given the reactants [NH2:1][C:2]1[CH:9]=[CH:8][C:5]([C:6]#[N:7])=[CH:4][C:3]=1[NH:10][C:11]1[CH:16]=[CH:15][CH:14]=[CH:13][CH:12]=1.[C:17]([O:21][C:22]([NH:24][C@@H:25]([CH3:29])[C:26](O)=[O:27])=[O:23])([CH3:20])([CH3:19])[CH3:18].C1C=NC2N(O)N=NC=2C=1.Cl.CN(C)CCCN=C=NCC.CN1CCOCC1, predict the reaction product. The product is: [C:17]([O:21][C:22](=[O:23])[NH:24][C@H:25]([C:26](=[O:27])[NH:1][C:2]1[CH:9]=[CH:8][C:5]([C:6]#[N:7])=[CH:4][C:3]=1[NH:10][C:11]1[CH:12]=[CH:13][CH:14]=[CH:15][CH:16]=1)[CH3:29])([CH3:18])([CH3:19])[CH3:20]. (4) The product is: [OH:7][CH2:6][CH2:5][O:4][CH2:3][CH2:2][NH:1][CH2:9][C:10]([O:12][C:13]([CH3:16])([CH3:15])[CH3:14])=[O:11]. Given the reactants [NH2:1][CH2:2][CH2:3][O:4][CH2:5][CH2:6][OH:7].Br[CH2:9][C:10]([O:12][C:13]([CH3:16])([CH3:15])[CH3:14])=[O:11].C(N(CC)CC)C, predict the reaction product.